Dataset: Forward reaction prediction with 1.9M reactions from USPTO patents (1976-2016). Task: Predict the product of the given reaction. (1) Given the reactants [Cl:1][C:2]1[CH:24]=[CH:23][C:5]([O:6][C:7]2[CH:12]=[CH:11][C:10]([C:13](=[O:20])[CH2:14][N:15]3[CH:19]=[N:18][CH:17]=[N:16]3)=[C:9]([O:21][CH3:22])[CH:8]=2)=[CH:4][CH:3]=1.[Cl-].[Li+].[Cl-].[CH3:28][Mg]Br.[Cl-].[NH4+], predict the reaction product. The product is: [Cl:1][C:2]1[CH:3]=[CH:4][C:5]([O:6][C:7]2[CH:12]=[CH:11][C:10]([C:13]([OH:20])([CH3:28])[CH2:14][N:15]3[CH:19]=[N:18][CH:17]=[N:16]3)=[C:9]([O:21][CH3:22])[CH:8]=2)=[CH:23][CH:24]=1. (2) Given the reactants CO[C:3]([C:5]1[C:6]([OH:29])=[C:7]2[C:12](=[CH:13][N:14]=1)[N:11]([CH2:15][C:16]1[CH:21]=[CH:20][CH:19]=[CH:18][CH:17]=1)[C:10](=[O:22])[C:9]([C:23]1[CH:28]=[CH:27][CH:26]=[CH:25][CH:24]=1)=[CH:8]2)=[O:4].[C:30]([O:34][C:35](=[O:41])[C:36]([CH3:40])([CH3:39])[CH2:37][NH2:38])([CH3:33])([CH3:32])[CH3:31], predict the reaction product. The product is: [C:30]([O:34][C:35](=[O:41])[C:36]([CH3:40])([CH3:39])[CH2:37][NH:38][C:3]([C:5]1[C:6]([OH:29])=[C:7]2[C:12](=[CH:13][N:14]=1)[N:11]([CH2:15][C:16]1[CH:17]=[CH:18][CH:19]=[CH:20][CH:21]=1)[C:10](=[O:22])[C:9]([C:23]1[CH:24]=[CH:25][CH:26]=[CH:27][CH:28]=1)=[CH:8]2)=[O:4])([CH3:33])([CH3:31])[CH3:32]. (3) Given the reactants [Cl:1][C:2]1[C:3]([C:33]([F:36])([F:35])[F:34])=[C:4]([CH:30]=[CH:31][CH:32]=1)[CH2:5][N:6]1[C:11](=[O:12])[C:10]([C:13]([O:15][CH2:16][CH3:17])=[O:14])=[CH:9][N:8]([C:18]2[CH:28]=[CH:27][C:21]3[N:22]([CH3:26])[C:23](=[O:25])[NH:24][C:20]=3[CH:19]=2)[C:7]1=[O:29].I[CH2:38][CH3:39].C(=O)([O-])[O-].[K+].[K+].[I-].[K+], predict the reaction product. The product is: [Cl:1][C:2]1[C:3]([C:33]([F:36])([F:35])[F:34])=[C:4]([CH:30]=[CH:31][CH:32]=1)[CH2:5][N:6]1[C:11](=[O:12])[C:10]([C:13]([O:15][CH2:16][CH3:17])=[O:14])=[CH:9][N:8]([C:18]2[CH:28]=[CH:27][C:21]3[N:22]([CH3:26])[C:23](=[O:25])[N:24]([CH2:38][CH3:39])[C:20]=3[CH:19]=2)[C:7]1=[O:29]. (4) Given the reactants O1CCOCC1.C(OC([N:14]1[CH2:19][CH2:18][CH2:17][CH2:16][CH:15]1[C:20]1([OH:46])[CH2:23][N:22]([C:24]([C:26]2[C:27]([NH:37][C:38]3[CH:43]=[CH:42][C:41]([Br:44])=[CH:40][C:39]=3[F:45])=[C:28]([F:36])[C:29](=[O:35])[N:30]3[C:34]=2[CH2:33][CH2:32][CH2:31]3)=[O:25])[CH2:21]1)=O)(C)(C)C, predict the reaction product. The product is: [Br:44][C:41]1[CH:42]=[CH:43][C:38]([NH:37][C:27]2[C:26]([C:24]([N:22]3[CH2:21][C:20]([OH:46])([CH:15]4[CH2:16][CH2:17][CH2:18][CH2:19][NH:14]4)[CH2:23]3)=[O:25])=[C:34]3[N:30]([CH2:31][CH2:32][CH2:33]3)[C:29](=[O:35])[C:28]=2[F:36])=[C:39]([F:45])[CH:40]=1.